From a dataset of HIV replication inhibition screening data with 41,000+ compounds from the AIDS Antiviral Screen. Binary Classification. Given a drug SMILES string, predict its activity (active/inactive) in a high-throughput screening assay against a specified biological target. (1) The molecule is CCCCCCCCCCCCCCCCCC(=O)OCC(COP(=O)(O)OCCNC(=O)CCC(=O)O)OC(=O)CCCCCCCCCCCCCCCCC. The result is 0 (inactive). (2) The molecule is CN(C)c1ccc(C=Cc2ccnc3ccccc23)cc1. The result is 0 (inactive). (3) The molecule is Nc1nc(Cl)cc(NC2(CO)CCC2)n1. The result is 0 (inactive). (4) The molecule is O=C(COc1ccc(Cl)cc1)N1N=C(c2ccc(Cl)cc2)CC1(O)c1ccccc1. The result is 0 (inactive). (5) The molecule is CN(C)C=NCC(O)c1ccccc1. The result is 0 (inactive).